This data is from Retrosynthesis with 50K atom-mapped reactions and 10 reaction types from USPTO. The task is: Predict the reactants needed to synthesize the given product. (1) Given the product CC1CCCN(C2(C(=O)N3C[C@H](S(=O)(=O)c4ccccc4Cl)C[C@H]3C(=O)NC3(C#N)CC3)CC2)C1, predict the reactants needed to synthesize it. The reactants are: CC1CCCN(C2(C(=O)O)CC2)C1.N#CC1(NC(=O)[C@@H]2C[C@@H](S(=O)(=O)c3ccccc3Cl)CN2)CC1. (2) Given the product Cc1ccc(-n2cnc(C)c2)c(C#N)c1, predict the reactants needed to synthesize it. The reactants are: Cc1c[nH]cn1.Cc1ccc(F)c(C#N)c1. (3) The reactants are: CC(C)(C)c1cc(NC(=O)Nc2cccc(C#Cc3cncnc3Cl)c2)no1.CC(C)NCCCN. Given the product CC(C)NCCCNc1ncncc1C#Cc1cccc(NC(=O)Nc2cc(C(C)(C)C)on2)c1, predict the reactants needed to synthesize it. (4) Given the product CCOc1cc(N(Cc2cncnc2)c2ccc(C(=O)O)cc2)ccc1OC(F)F, predict the reactants needed to synthesize it. The reactants are: CCOc1cc(N(Cc2cncnc2)c2ccc(C(=O)OC(C)(C)C)cc2)ccc1OC(F)F. (5) Given the product c1ccc(N(c2ccccc2)c2ccc(COCCCCCCOCc3ccc4[nH]c5ccccc5c4c3)cc2)cc1, predict the reactants needed to synthesize it. The reactants are: c1ccc(Cn2c3ccccc3c3cc(COCCCCCCOCc4ccc(N(c5ccccc5)c5ccccc5)cc4)ccc32)cc1. (6) Given the product O=C(O)C(F)(F)F, predict the reactants needed to synthesize it. The reactants are: CC(=N)O.NCCC[C@H](NC(=O)c1ccc(C(c2ccccc2Cl)c2ccccc2Cl)s1)C(=O)O. (7) Given the product CCOC(=O)c1cn2c(cc1=O)-c1cc(OC)c(OCCCOC)cc1CC2CC, predict the reactants needed to synthesize it. The reactants are: CCOC(=O)c1cn2c(cc1=O)-c1cc(OC)c(O)cc1CC2CC.COCCCBr. (8) The reactants are: Nc1cccc(-c2c(Cc3ccccc3)cnc3c(C(F)(F)F)cccc23)c1.O=Cc1cc(Br)cs1. Given the product FC(F)(F)c1cccc2c(-c3cccc(NCc4cc(Br)cs4)c3)c(Cc3ccccc3)cnc12, predict the reactants needed to synthesize it. (9) Given the product O=[N+]([O-])c1cccc(/C=C/c2ccccc2)c1, predict the reactants needed to synthesize it. The reactants are: CCOP(=O)(Cc1ccccc1)OCC.O=Cc1cccc([N+](=O)[O-])c1.